This data is from Forward reaction prediction with 1.9M reactions from USPTO patents (1976-2016). The task is: Predict the product of the given reaction. (1) Given the reactants [N+:1]([C:4]1[CH:11]=[CH:10][CH:9]=[C:8]([O:12][CH2:13][CH2:14][N:15]2[CH2:19][CH2:18][CH2:17][C:16]2=[O:20])[C:5]=1[C:6]#[N:7])([O-])=O, predict the reaction product. The product is: [NH2:1][C:4]1[CH:11]=[CH:10][CH:9]=[C:8]([O:12][CH2:13][CH2:14][N:15]2[CH2:19][CH2:18][CH2:17][C:16]2=[O:20])[C:5]=1[C:6]#[N:7]. (2) Given the reactants [CH3:1][O:2][C:3]1[CH:4]=[C:5]([CH:33]=[CH:34][C:35]=1[O:36][CH3:37])[CH2:6][CH:7]1[C:16]2[C:11](=[CH:12][C:13]([O:18][CH3:19])=[C:14]([OH:17])[CH:15]=2)[CH2:10][CH2:9][N:8]1[CH2:20][C:21]([NH:23][CH:24]1[C:32]2[C:27](=[CH:28][CH:29]=[CH:30][CH:31]=2)[CH2:26][CH2:25]1)=[O:22].Br[CH:39]([CH2:41][CH3:42])[CH3:40], predict the reaction product. The product is: [CH3:1][O:2][C:3]1[CH:4]=[C:5]([CH:33]=[CH:34][C:35]=1[O:36][CH3:37])[CH2:6][CH:7]1[C:16]2[C:11](=[CH:12][C:13]([O:18][CH3:19])=[C:14]([O:17][CH:39]([CH2:41][CH3:42])[CH3:40])[CH:15]=2)[CH2:10][CH2:9][N:8]1[CH2:20][C:21]([NH:23][CH:24]1[C:32]2[C:27](=[CH:28][CH:29]=[CH:30][CH:31]=2)[CH2:26][CH2:25]1)=[O:22].